Predict the reaction yield, written as a fraction of the theoretical maximum amount of product (1.0 means a 100% yield; for example, 0.34 means a 34% yield). From a dataset of Reaction yield outcomes from USPTO patents with 853,638 reactions. (1) The reactants are CS([C:4]1[N:9]=[CH:8][C:7]2=[CH:10][CH:11]=[C:12]([C:13]3[CH:18]=[CH:17][CH:16]=[CH:15][C:14]=3[O:19][CH3:20])[N:6]2[N:5]=1)=O.CS(O)(=O)=O.[NH2:26][C:27]1[CH:32]=[CH:31][C:30]([CH:33]2[CH2:38][CH2:37][N:36]([CH2:39][C@H:40]([OH:45])[C:41]([F:44])([F:43])[F:42])[CH2:35][CH2:34]2)=[CH:29][C:28]=1[O:46][CH3:47].FC(F)(F)C(O)=O. The catalyst is COCC(O)C. The product is [F:44][C:41]([F:42])([F:43])[C@@H:40]([OH:45])[CH2:39][N:36]1[CH2:35][CH2:34][CH:33]([C:30]2[CH:31]=[CH:32][C:27]([NH:26][C:4]3[N:9]=[CH:8][C:7]4=[CH:10][CH:11]=[C:12]([C:13]5[CH:18]=[CH:17][CH:16]=[CH:15][C:14]=5[O:19][CH3:20])[N:6]4[N:5]=3)=[C:28]([O:46][CH3:47])[CH:29]=2)[CH2:38][CH2:37]1. The yield is 0.180. (2) The product is [CH3:17][O:18][C:19]1[CH:24]=[CH:23][C:22]([CH2:25][N:26]2[C:11](=[O:16])[CH:10]3[CH:14]([CH:9]3[C:6]3[CH:5]=[CH:4][C:3]([O:2][CH3:1])=[CH:8][CH:7]=3)[C:13]2=[O:15])=[CH:21][CH:20]=1. The reactants are [CH3:1][O:2][C:3]1[CH:8]=[CH:7][C:6]([CH:9]2[CH:14]3[CH:10]2[C:11](=[O:16])O[C:13]3=[O:15])=[CH:5][CH:4]=1.[CH3:17][O:18][C:19]1[CH:24]=[CH:23][C:22]([CH2:25][NH2:26])=[CH:21][CH:20]=1. The yield is 0.630. The catalyst is C(Cl)Cl. (3) The reactants are C(OC([N:8]1[CH2:12][CH2:11][CH2:10][CH:9]1[C:13]#[C:14][C:15]1[CH:20]=[CH:19][C:18]([C:21]([O:23][CH3:24])=[O:22])=[CH:17][C:16]=1[O:25][CH3:26])=O)(C)(C)C.C(O)(C(F)(F)F)=O. The catalyst is C(Cl)Cl. The product is [CH3:26][O:25][C:16]1[CH:17]=[C:18]([C:21]([O:23][CH3:24])=[O:22])[CH:19]=[CH:20][C:15]=1[C:14]#[C:13][CH:9]1[CH2:10][CH2:11][CH2:12][NH:8]1. The yield is 0.840. (4) The reactants are [C:1]([O:5][C:6]([NH:8][CH:9]([CH2:38][C:39]1[CH:44]=[CH:43][C:42]([F:45])=[CH:41][CH:40]=1)[C:10]([N:12]1[CH2:17][CH2:16][N:15]([CH:18]([CH2:22]C2C=CC3C(=CC=CC=3)C=2)[C:19]([OH:21])=O)[C:14](=[O:33])[CH:13]1[CH2:34][CH:35]1[CH2:37][CH2:36]1)=[O:11])=[O:7])([CH3:4])([CH3:3])[CH3:2].[CH3:46]N.ON1[C:53]2[CH:54]=[CH:55][CH:56]=[CH:57][C:52]=2N=N1.C[N:59]1[CH2:64]COCC1.CN(C)[CH2:67][CH2:68][CH2:69]N=C=NCC. The catalyst is CN(C=O)C. The product is [C:1]([O:5][C:6](=[O:7])[NH:8][CH:9]([CH2:38][C:39]1[CH:44]=[CH:43][C:42]([F:45])=[CH:41][CH:40]=1)[C:10]([N:12]1[CH2:17][CH2:16][N:15]([CH:18]([C:19](=[O:21])[NH:59][CH3:64])[CH2:22][C:56]2[CH:55]=[CH:54][C:53]3[C:52](=[CH:46][CH:69]=[CH:68][CH:67]=3)[CH:57]=2)[C:14](=[O:33])[CH:13]1[CH2:34][CH:35]1[CH2:37][CH2:36]1)=[O:11])([CH3:3])([CH3:2])[CH3:4]. The yield is 0.930. (5) The reactants are [Cl-].O[NH3+:3].[C:4](=[O:7])([O-])[OH:5].[Na+].CS(C)=O.[CH2:13]([C:15]1[S:51][C:18]2[N:19]([CH2:35][C:36]3[CH:41]=[CH:40][C:39]([C:42]4[C:43]([C:48]#[N:49])=[CH:44][CH:45]=[CH:46][CH:47]=4)=[CH:38][C:37]=3[F:50])[C:20](=[O:34])[N:21]([C:24]3[CH:29]=[CH:28][C:27]([O:30][CH:31]([CH3:33])[CH3:32])=[CH:26][CH:25]=3)[C:22](=[O:23])[C:17]=2[CH:16]=1)[CH3:14]. The catalyst is O. The product is [CH2:13]([C:15]1[S:51][C:18]2[N:19]([CH2:35][C:36]3[CH:41]=[CH:40][C:39]([C:42]4[CH:47]=[CH:46][CH:45]=[CH:44][C:43]=4[C:48]4[NH:3][C:4](=[O:7])[O:5][N:49]=4)=[CH:38][C:37]=3[F:50])[C:20](=[O:34])[N:21]([C:24]3[CH:25]=[CH:26][C:27]([O:30][CH:31]([CH3:33])[CH3:32])=[CH:28][CH:29]=3)[C:22](=[O:23])[C:17]=2[CH:16]=1)[CH3:14]. The yield is 0.680.